Dataset: Catalyst prediction with 721,799 reactions and 888 catalyst types from USPTO. Task: Predict which catalyst facilitates the given reaction. (1) Reactant: [CH2:1]([CH:3]([C:6]1[C:7]2[N:8]([C:13]([C:17]3[S:18][CH:19]=[CH:20][C:21]=3[CH3:22])=[C:14]([CH3:16])[N:15]=2)[N:9]=[C:10]([CH3:12])[CH:11]=1)[CH2:4][CH3:5])[CH3:2].C1C(=O)N([Br:30])C(=O)C1. Product: [Br:30][C:19]1[S:18][C:17]([C:13]2[N:8]3[N:9]=[C:10]([CH3:12])[CH:11]=[C:6]([CH:3]([CH2:4][CH3:5])[CH2:1][CH3:2])[C:7]3=[N:15][C:14]=2[CH3:16])=[C:21]([CH3:22])[CH:20]=1. The catalyst class is: 2. (2) Reactant: [F:1][C:2]1[CH:3]=[C:4]([C@@H:9]2[CH2:13][N:12]([C@@H:14]([CH2:19][OH:20])[C:15]([F:18])([F:17])[F:16])[CH2:11][C@H:10]2[NH:21][C:22](=[O:28])[O:23][C:24]([CH3:27])([CH3:26])[CH3:25])[CH:5]=[CH:6][C:7]=1[F:8].IC.[C:31](#N)C. Product: [F:1][C:2]1[CH:3]=[C:4]([C@@H:9]2[CH2:13][N:12]([C@@H:14]([CH2:19][O:20][CH3:31])[C:15]([F:18])([F:16])[F:17])[CH2:11][C@H:10]2[NH:21][C:22](=[O:28])[O:23][C:24]([CH3:25])([CH3:27])[CH3:26])[CH:5]=[CH:6][C:7]=1[F:8]. The catalyst class is: 11. (3) Reactant: [OH:1][CH:2]1[O:10][C@H:9]([CH2:11][OH:12])[C@@H:7]([OH:8])[C@H:5]([OH:6])[C@H:3]1[NH2:4]. Product: [NH2:4][CH2:3][C:2]([OH:10])=[O:1].[OH:1][CH:2]1[O:10][C@H:9]([CH2:11][OH:12])[C@@H:7]([OH:8])[C@H:5]([OH:6])[C@H:3]1[NH2:4]. The catalyst class is: 16.